The task is: Regression. Given two drug SMILES strings and cell line genomic features, predict the synergy score measuring deviation from expected non-interaction effect.. This data is from NCI-60 drug combinations with 297,098 pairs across 59 cell lines. (1) Drug 1: C1CCN(CC1)CCOC2=CC=C(C=C2)C(=O)C3=C(SC4=C3C=CC(=C4)O)C5=CC=C(C=C5)O. Drug 2: CCCCCOC(=O)NC1=NC(=O)N(C=C1F)C2C(C(C(O2)C)O)O. Cell line: SK-MEL-28. Synergy scores: CSS=-1.23, Synergy_ZIP=2.78, Synergy_Bliss=3.88, Synergy_Loewe=-1.85, Synergy_HSA=-1.31. (2) Drug 1: CC1=C(C(CCC1)(C)C)C=CC(=CC=CC(=CC(=O)O)C)C. Drug 2: COC1=C2C(=CC3=C1OC=C3)C=CC(=O)O2. Cell line: A549. Synergy scores: CSS=16.9, Synergy_ZIP=-6.26, Synergy_Bliss=-3.27, Synergy_Loewe=-9.20, Synergy_HSA=-2.27. (3) Drug 1: CC12CCC3C(C1CCC2=O)CC(=C)C4=CC(=O)C=CC34C. Drug 2: C1=CC(=CC=C1CCCC(=O)O)N(CCCl)CCCl. Cell line: HOP-92. Synergy scores: CSS=42.1, Synergy_ZIP=-8.97, Synergy_Bliss=-6.29, Synergy_Loewe=-4.41, Synergy_HSA=-4.01. (4) Drug 1: C1=CC(=CC=C1CCCC(=O)O)N(CCCl)CCCl. Drug 2: C1CC(C1)(C(=O)O)C(=O)O.[NH2-].[NH2-].[Pt+2]. Cell line: PC-3. Synergy scores: CSS=21.6, Synergy_ZIP=-10.1, Synergy_Bliss=-8.76, Synergy_Loewe=-4.70, Synergy_HSA=-3.51. (5) Drug 1: C1C(C(OC1N2C=NC3=C(N=C(N=C32)Cl)N)CO)O. Drug 2: CCCCCOC(=O)NC1=NC(=O)N(C=C1F)C2C(C(C(O2)C)O)O. Cell line: NCI-H460. Synergy scores: CSS=-2.18, Synergy_ZIP=0.912, Synergy_Bliss=0.401, Synergy_Loewe=-2.97, Synergy_HSA=-2.80. (6) Drug 1: CS(=O)(=O)C1=CC(=C(C=C1)C(=O)NC2=CC(=C(C=C2)Cl)C3=CC=CC=N3)Cl. Drug 2: CC12CCC3C(C1CCC2=O)CC(=C)C4=CC(=O)C=CC34C. Cell line: A549. Synergy scores: CSS=30.7, Synergy_ZIP=0.303, Synergy_Bliss=-2.20, Synergy_Loewe=-12.3, Synergy_HSA=-1.75. (7) Drug 1: CC1=CC=C(C=C1)C2=CC(=NN2C3=CC=C(C=C3)S(=O)(=O)N)C(F)(F)F. Drug 2: C1CC(=O)NC(=O)C1N2C(=O)C3=CC=CC=C3C2=O. Cell line: A549. Synergy scores: CSS=-0.681, Synergy_ZIP=7.85, Synergy_Bliss=3.09, Synergy_Loewe=-1.84, Synergy_HSA=-0.829. (8) Drug 1: C1=NNC2=C1C(=O)NC=N2. Drug 2: N.N.Cl[Pt+2]Cl. Cell line: A549. Synergy scores: CSS=51.5, Synergy_ZIP=1.60, Synergy_Bliss=-4.07, Synergy_Loewe=-18.4, Synergy_HSA=-2.71.